Dataset: Forward reaction prediction with 1.9M reactions from USPTO patents (1976-2016). Task: Predict the product of the given reaction. (1) Given the reactants [CH2:1]1[CH:9]2[N:4]([CH2:5][CH2:6][CH:7]([C:10]3[C:18]4[C:13](=[CH:14][CH:15]=[CH:16][N:17]=4)[NH:12][CH:11]=3)[CH2:8]2)[CH2:3][CH2:2]1.[C:19]1([S:29](Cl)(=[O:31])=[O:30])[C:28]2[C:23](=[CH:24][CH:25]=[CH:26][CH:27]=2)[CH:22]=[CH:21][CH:20]=1, predict the reaction product. The product is: [CH2:1]1[CH:9]2[N:4]([CH2:5][CH2:6][CH:7]([C:10]3[C:14]4[C:13](=[CH:18][N:17]=[CH:16][CH:15]=4)[N:12]([S:29]([C:19]4[C:28]5[C:23](=[CH:24][CH:25]=[CH:26][CH:27]=5)[CH:22]=[CH:21][CH:20]=4)(=[O:31])=[O:30])[CH:11]=3)[CH2:8]2)[CH2:3][CH2:2]1. (2) Given the reactants Cl[C:2]1[CH:11]=[CH:10][C:9]2[C:4](=[CH:5][CH:6]=[C:7]([N+:12]([O-:14])=[O:13])[CH:8]=2)[N:3]=1.[CH3:15][O:16][C:17]1[CH:18]=[CH:19][CH:20]=[C:21]2[C:25]=1[CH:24]([NH2:26])[CH2:23][CH2:22]2.C(N(C(C)C)C(C)C)C, predict the reaction product. The product is: [CH3:15][O:16][C:17]1[CH:18]=[CH:19][CH:20]=[C:21]2[C:25]=1[CH:24]([NH:26][C:2]1[CH:11]=[CH:10][C:9]3[C:4](=[CH:5][CH:6]=[C:7]([N+:12]([O-:14])=[O:13])[CH:8]=3)[N:3]=1)[CH2:23][CH2:22]2. (3) Given the reactants [C:1]([C:5]1[CH:6]=[C:7]([C:16]([CH3:19])([CH3:18])[CH3:17])[C:8]2[O:12][C:11](=[O:13])[CH:10]([OH:14])[C:9]=2[CH:15]=1)([CH3:4])([CH3:3])[CH3:2].C1(C)C=CC(S(O)(=O)=O)=CC=1.N(C1CCN(C)C(C)(C)C1C)C(C)=O, predict the reaction product. The product is: [C:1]([C:5]1[CH:6]=[C:7]([C:16]([CH3:19])([CH3:18])[CH3:17])[C:8]2[O:12][C:11](=[O:13])[C:10](=[O:14])[C:9]=2[CH:15]=1)([CH3:4])([CH3:3])[CH3:2]. (4) The product is: [C:38]([O:41][C:42]([CH3:47])([CH3:46])[C:43]([NH:1][CH2:2][C:3]1[CH:8]=[CH:7][CH:6]=[C:5]([CH2:9][N:10]2[C:18]3[C:13](=[C:14]([O:19][CH3:20])[CH:15]=[CH:16][CH:17]=3)[C:12]([NH:21][S:22]([C:25]3[S:26][C:27]([Cl:30])=[CH:28][CH:29]=3)(=[O:24])=[O:23])=[N:11]2)[CH:4]=1)=[O:44])(=[O:40])[CH3:39]. Given the reactants [NH2:1][CH2:2][C:3]1[CH:4]=[C:5]([CH2:9][N:10]2[C:18]3[C:13](=[C:14]([O:19][CH3:20])[CH:15]=[CH:16][CH:17]=3)[C:12]([NH:21][S:22]([C:25]3[S:26][C:27]([Cl:30])=[CH:28][CH:29]=3)(=[O:24])=[O:23])=[N:11]2)[CH:6]=[CH:7][CH:8]=1.C(N(CC)CC)C.[C:38]([O:41][C:42]([CH3:47])([CH3:46])[C:43](Cl)=[O:44])(=[O:40])[CH3:39], predict the reaction product. (5) Given the reactants [C:1]([O:5][C:6]([C@@H:8]1[N:12]([CH2:13][C:14]2[CH:19]=[CH:18][CH:17]=[CH:16][CH:15]=2)[C@@H:11]([CH:20]=[CH2:21])[C@H:10]([NH:22][C:23]([O:25][CH2:26][C:27]2[CH:32]=[CH:31][CH:30]=[CH:29][CH:28]=2)=[O:24])[CH2:9]1)=[O:7])([CH3:4])([CH3:3])[CH3:2].[H-].[Na+].I[CH3:36], predict the reaction product. The product is: [C:1]([O:5][C:6]([C@@H:8]1[N:12]([CH2:13][C:14]2[CH:15]=[CH:16][CH:17]=[CH:18][CH:19]=2)[C@@H:11]([CH:20]=[CH2:21])[C@H:10]([N:22]([CH3:36])[C:23]([O:25][CH2:26][C:27]2[CH:28]=[CH:29][CH:30]=[CH:31][CH:32]=2)=[O:24])[CH2:9]1)=[O:7])([CH3:2])([CH3:3])[CH3:4].